Dataset: Forward reaction prediction with 1.9M reactions from USPTO patents (1976-2016). Task: Predict the product of the given reaction. (1) Given the reactants Cl[C:2]1[N:6]([CH3:7])[N:5]=[C:4]([CH:8]([F:10])[F:9])[C:3]=1[CH:11]=[O:12].[F:13][CH:14]([F:23])[O:15][C:16]1[CH:17]=[C:18]([OH:22])[CH:19]=[CH:20][CH:21]=1.C(=O)([O-])[O-:25].[K+].[K+], predict the reaction product. The product is: [F:13][CH:14]([F:23])[O:15][C:16]1[CH:17]=[C:18]([CH:19]=[CH:20][CH:21]=1)[O:22][C:2]1[N:6]([CH3:7])[N:5]=[C:4]([CH:8]([F:10])[F:9])[C:3]=1[C:11]([OH:12])=[O:25]. (2) Given the reactants [NH2:1][CH:2]([C:5]1[CH:10]=[CH:9][CH:8]=[C:7]([Br:11])[CH:6]=1)[C:3]#[N:4].F[B-](F)(F)F.[CH2:17]([O:19][C:20](=[O:25])[C:21](SC)=[NH2+:22])[CH3:18], predict the reaction product. The product is: [NH2:4][C:3]1[NH:22][C:21]([C:20]([O:19][CH2:17][CH3:18])=[O:25])=[N:1][C:2]=1[C:5]1[CH:10]=[CH:9][CH:8]=[C:7]([Br:11])[CH:6]=1. (3) Given the reactants Cl.Cl.[NH2:3][C:4]1[CH:5]=[C:6]([CH:15]=[CH:16][CH:17]=1)[O:7][C:8]1[CH:9]=[CH:10][C:11]([NH2:14])=[N:12][CH:13]=1.[F:18][C:19]([F:30])([F:29])[C:20]1[CH:21]=[C:22]([CH:26]=[CH:27][CH:28]=1)[C:23](Cl)=[O:24], predict the reaction product. The product is: [NH2:14][C:11]1[N:12]=[CH:13][C:8]([O:7][C:6]2[CH:5]=[C:4]([NH:3][C:23](=[O:24])[C:22]3[CH:26]=[CH:27][CH:28]=[C:20]([C:19]([F:18])([F:29])[F:30])[CH:21]=3)[CH:17]=[CH:16][CH:15]=2)=[CH:9][CH:10]=1. (4) Given the reactants [N:1]1[N:2]=[C:3]([C:10]2[CH:19]=[CH:18][C:17]3[C:12](=[C:13]([O:20][C@H:21]4[CH2:26][CH2:25][N:24]([C:27]([O:29][C:30]([CH3:33])([CH3:32])[CH3:31])=[O:28])[C@H:23]([C:34](O)=[O:35])[CH2:22]4)[CH:14]=[CH:15][CH:16]=3)[N:11]=2)[N:4]2[CH:9]=[CH:8][CH:7]=[CH:6][C:5]=12, predict the reaction product. The product is: [N:1]1[N:2]=[C:3]([C:10]2[CH:19]=[CH:18][C:17]3[C:12](=[C:13]([O:20][C@H:21]4[CH2:26][CH2:25][N:24]([C:27]([O:29][C:30]([CH3:31])([CH3:32])[CH3:33])=[O:28])[C@H:23]([CH2:34][OH:35])[CH2:22]4)[CH:14]=[CH:15][CH:16]=3)[N:11]=2)[N:4]2[CH:9]=[CH:8][CH:7]=[CH:6][C:5]=12. (5) Given the reactants Cl.[CH:2]1([C:5]2[N:6]=[CH:7][C:8]([O:11][C@H:12]3[CH2:22][N:15]4[C:16](=[O:21])[CH2:17][CH2:18][NH:19][CH2:20][C@H:14]4[CH2:13]3)=[N:9][CH:10]=2)[CH2:4][CH2:3]1.C(N(CC)CC)C.[F:30][C:31]([F:43])([F:42])[C:32]1[CH:37]=[CH:36][C:35]([S:38](Cl)(=[O:40])=[O:39])=[CH:34][CH:33]=1.C(OCC)(=O)C, predict the reaction product. The product is: [CH:2]1([C:5]2[N:6]=[CH:7][C:8]([O:11][C@H:12]3[CH2:22][N:15]4[C:16](=[O:21])[CH2:17][CH2:18][N:19]([S:38]([C:35]5[CH:34]=[CH:33][C:32]([C:31]([F:30])([F:42])[F:43])=[CH:37][CH:36]=5)(=[O:40])=[O:39])[CH2:20][C@H:14]4[CH2:13]3)=[N:9][CH:10]=2)[CH2:4][CH2:3]1. (6) Given the reactants [CH2:1]([NH:8][CH2:9][CH2:10][CH:11]([C:23]1[CH:28]=[CH:27][C:26]([NH:29][C:30]([O:32][CH3:33])=[O:31])=[CH:25][CH:24]=1)[C:12]1[CH:17]=[CH:16][C:15]([NH:18][C:19]([O:21][CH3:22])=[O:20])=[CH:14][CH:13]=1)[C:2]1[CH:7]=[CH:6][CH:5]=[CH:4][CH:3]=1.[ClH:34], predict the reaction product. The product is: [ClH:34].[CH2:1]([NH:8][CH2:9][CH2:10][CH:11]([C:23]1[CH:28]=[CH:27][C:26]([NH:29][C:30]([O:32][CH3:33])=[O:31])=[CH:25][CH:24]=1)[C:12]1[CH:17]=[CH:16][C:15]([NH:18][C:19]([O:21][CH3:22])=[O:20])=[CH:14][CH:13]=1)[C:2]1[CH:3]=[CH:4][CH:5]=[CH:6][CH:7]=1. (7) Given the reactants [Si:1]([O:18][CH2:19][CH2:20][CH:21]([C:30]1[C:34](I)=[C:33]([CH:36]2[CH2:39][CH:38]([CH2:40][CH:41]([CH3:43])[CH3:42])[CH2:37]2)[O:32][N:31]=1)[CH2:22][C:23]([O:25][C:26]([CH3:29])([CH3:28])[CH3:27])=[O:24])([C:14]([CH3:17])([CH3:16])[CH3:15])([C:8]1[CH:13]=[CH:12][CH:11]=[CH:10][CH:9]=1)[C:2]1[CH:7]=[CH:6][CH:5]=[CH:4][CH:3]=1.[CH:44]1(B2OC(C)(C)C(C)(C)O2)[CH2:46][CH2:45]1, predict the reaction product. The product is: [Si:1]([O:18][CH2:19][CH2:20][CH:21]([C:30]1[C:34]([CH:44]2[CH2:46][CH2:45]2)=[C:33]([CH:36]2[CH2:39][CH:38]([CH2:40][CH:41]([CH3:43])[CH3:42])[CH2:37]2)[O:32][N:31]=1)[CH2:22][C:23]([O:25][C:26]([CH3:29])([CH3:28])[CH3:27])=[O:24])([C:14]([CH3:17])([CH3:16])[CH3:15])([C:8]1[CH:13]=[CH:12][CH:11]=[CH:10][CH:9]=1)[C:2]1[CH:7]=[CH:6][CH:5]=[CH:4][CH:3]=1.